From a dataset of Full USPTO retrosynthesis dataset with 1.9M reactions from patents (1976-2016). Predict the reactants needed to synthesize the given product. Given the product [C:22]([O:21][C:19]([N:17]([CH3:18])[C@H:7]([CH2:8][C:9]1[CH:14]=[CH:13][C:12]([Cl:15])=[C:11]([Cl:16])[CH:10]=1)[C@H:6]([OH:26])[CH2:5][C:4]([OH:27])=[O:3])=[O:20])([CH3:25])([CH3:24])[CH3:23], predict the reactants needed to synthesize it. The reactants are: O.C[O:3][C:4](=[O:27])[CH2:5][C@@H:6]([OH:26])[C@H:7]([N:17]([C:19]([O:21][C:22]([CH3:25])([CH3:24])[CH3:23])=[O:20])[CH3:18])[CH2:8][C:9]1[CH:14]=[CH:13][C:12]([Cl:15])=[C:11]([Cl:16])[CH:10]=1.O.[OH-].[Li+].Cl.